Dataset: Full USPTO retrosynthesis dataset with 1.9M reactions from patents (1976-2016). Task: Predict the reactants needed to synthesize the given product. (1) Given the product [F:13][C:14]1[CH:15]=[N:16][CH:17]=[CH:18][C:19]=1[C:20]([OH:22])=[O:21], predict the reactants needed to synthesize it. The reactants are: C(NC(C)C)(C)C.C([Li])CCC.[F:13][C:14]1[CH:15]=[N:16][CH:17]=[CH:18][CH:19]=1.[C:20](=[O:22])=[O:21]. (2) Given the product [C:1]([C:9]1[CH:18]=[CH:17][C:12]2[N:13]([CH2:26][CH2:27][O:28][C:29]3[CH:43]=[CH:42][C:32]([O:33][C:34]([CH3:41])([CH3:40])[C:35]([O:37][CH2:38][CH3:39])=[O:36])=[CH:31][CH:30]=3)[C:14](=[O:20])[S:15][C:11]=2[CH:10]=1)(=[O:8])[C:2]1[CH:7]=[CH:6][CH:5]=[CH:4][CH:3]=1, predict the reactants needed to synthesize it. The reactants are: [C:1]([C:9]1[CH:18]=[CH:17][C:12]2[N:13]=[CH:14][S:15](=O)[C:11]=2[CH:10]=1)(=[O:8])[C:2]1[CH:7]=[CH:6][CH:5]=[CH:4][CH:3]=1.C([O-])([O-])=[O:20].[K+].[K+].Cl[CH2:26][CH2:27][O:28][C:29]1[CH:43]=[CH:42][C:32]([O:33][C:34]([CH3:41])([CH3:40])[C:35]([O:37][CH2:38][CH3:39])=[O:36])=[CH:31][CH:30]=1.[OH-].[Na+]. (3) Given the product [OH:21][CH2:20][C:19]1[N:10]([CH:7]([CH3:9])[CH3:8])[C:11](=[O:26])[C:12]2[C:17]([CH:18]=1)=[CH:16][CH:15]=[CH:14][C:13]=2[CH3:25], predict the reactants needed to synthesize it. The reactants are: [H-].[Al+3].[Li+].[H-].[H-].[H-].[CH:7]([N:10]1[C:19]([C:20](OCC)=[O:21])=[CH:18][C:17]2[C:12](=[C:13]([CH3:25])[CH:14]=[CH:15][CH:16]=2)[C:11]1=[O:26])([CH3:9])[CH3:8].O. (4) Given the product [C:27]1([C:2]2[C:7]3[CH:8]=[CH:9][CH:10]=[C:11]4[C:12](=[O:26])[C:13]5[CH:24]=[C:23]([C:45]6[CH:50]=[CH:49][CH:48]=[CH:47][CH:46]=6)[C:16]6=[CH:17][CH:18]=[CH:19][C:20]7[C:21](=[O:22])[C:4](=[C:5]([C:14]=5[C:15]=76)[C:6]=34)[CH:3]=2)[CH:32]=[CH:31][CH:30]=[CH:29][CH:28]=1, predict the reactants needed to synthesize it. The reactants are: Br[C:2]1[C:7]2[CH:8]=[CH:9][CH:10]=[C:11]3[C:12](=[O:26])[C:13]4[CH:24]=[C:23](Br)[C:16]5=[CH:17][CH:18]=[CH:19][C:20]6[C:21](=[O:22])[C:4](=[C:5]([C:14]=4[C:15]=65)[C:6]=23)[CH:3]=1.[C:27]1(B(O)O)[CH:32]=[CH:31][CH:30]=[CH:29][CH:28]=1.C(O)C.C(=O)([O-])[O-].[K+].[K+].[C:45]1(C)[CH:50]=[CH:49][CH:48]=[CH:47][CH:46]=1. (5) Given the product [F:67][CH2:68][CH:69]([NH:71][C:9](=[O:10])[C:8]1[CH:12]=[CH:13][C:5](/[CH:4]=[CH:3]/[C:2](=[O:1])[NH:18][CH:19]([C:24]2[CH:29]=[CH:28][CH:27]=[C:26]([C:30]([F:31])([F:32])[F:33])[CH:25]=2)[C:20]([F:22])([F:23])[F:21])=[CH:6][C:7]=1[C:14]([F:16])([F:17])[F:15])[CH3:70], predict the reactants needed to synthesize it. The reactants are: [O:1]=[C:2]([NH:18][CH:19]([C:24]1[CH:29]=[CH:28][CH:27]=[C:26]([C:30]([F:33])([F:32])[F:31])[CH:25]=1)[C:20]([F:23])([F:22])[F:21])/[CH:3]=[CH:4]/[C:5]1[CH:13]=[CH:12][C:8]([C:9](O)=[O:10])=[C:7]([C:14]([F:17])([F:16])[F:15])[CH:6]=1.ClC1C=C(O)C2N=NNC=2C=1.Cl.CN(C)CCCN=C=NCC.C(N(C(C)C)C(C)C)C.Cl.[F:67][CH2:68][CH:69]([NH2:71])[CH3:70]. (6) The reactants are: [CH:1]1([N:6]2[C:14]([NH:15][C:16]3[C:21]([F:22])=[CH:20][C:19]([F:23])=[CH:18][C:17]=3[F:24])=[N:13][C:12]3[C:7]2=[N:8][C:9]([NH:25][C:26]2[CH:27]=[N:28][C:29]([O:32]C)=[CH:30][CH:31]=2)=[N:10][CH:11]=3)[CH2:5][CH2:4][CH2:3][CH2:2]1. Given the product [CH:1]1([N:6]2[C:14]([NH:15][C:16]3[C:21]([F:22])=[CH:20][C:19]([F:23])=[CH:18][C:17]=3[F:24])=[N:13][C:12]3[C:7]2=[N:8][C:9]([NH:25][C:26]2[CH:31]=[CH:30][C:29]([OH:32])=[N:28][CH:27]=2)=[N:10][CH:11]=3)[CH2:2][CH2:3][CH2:4][CH2:5]1, predict the reactants needed to synthesize it.